This data is from NCI-60 drug combinations with 297,098 pairs across 59 cell lines. The task is: Regression. Given two drug SMILES strings and cell line genomic features, predict the synergy score measuring deviation from expected non-interaction effect. (1) Cell line: M14. Drug 1: C1=CN(C(=O)N=C1N)C2C(C(C(O2)CO)O)O.Cl. Drug 2: CC(C)NC(=O)C1=CC=C(C=C1)CNNC.Cl. Synergy scores: CSS=41.5, Synergy_ZIP=2.03, Synergy_Bliss=3.00, Synergy_Loewe=-34.1, Synergy_HSA=2.35. (2) Drug 1: CC1CCC2CC(C(=CC=CC=CC(CC(C(=O)C(C(C(=CC(C(=O)CC(OC(=O)C3CCCCN3C(=O)C(=O)C1(O2)O)C(C)CC4CCC(C(C4)OC)OCCO)C)C)O)OC)C)C)C)OC. Drug 2: C(=O)(N)NO. Cell line: M14. Synergy scores: CSS=2.69, Synergy_ZIP=-4.51, Synergy_Bliss=1.33, Synergy_Loewe=-17.6, Synergy_HSA=-0.156.